This data is from Catalyst prediction with 721,799 reactions and 888 catalyst types from USPTO. The task is: Predict which catalyst facilitates the given reaction. (1) Reactant: [Br:1][C:2]1[CH:7]=[CH:6][C:5]([NH:8][C:9]2[N:14]3[CH:15]=[N:16][CH:17]=[C:13]3[CH:12]=[N:11][C:10]=2[C:18]([NH:20][O:21][CH2:22][CH2:23][O:24]C=C)=[O:19])=[C:4]([F:27])[CH:3]=1.Cl.O1CCOCC1.C(=O)([O-])[O-].[Na+].[Na+]. Product: [Br:1][C:2]1[CH:7]=[CH:6][C:5]([NH:8][C:9]2[N:14]3[CH:15]=[N:16][CH:17]=[C:13]3[CH:12]=[N:11][C:10]=2[C:18]([NH:20][O:21][CH2:22][CH2:23][OH:24])=[O:19])=[C:4]([F:27])[CH:3]=1. The catalyst class is: 138. (2) Reactant: [Br:1][C:2]1[CH:7]=[CH:6][C:5](F)=[CH:4][C:3]=1[O:9][CH3:10].[CH2:11]([S-:13])[CH3:12].[Na+]. Product: [Br:1][C:2]1[CH:7]=[CH:6][C:5]([S:13][CH2:11][CH3:12])=[CH:4][C:3]=1[O:9][CH3:10]. The catalyst class is: 3. (3) Reactant: [CH2:1]([C@@:4]1([CH3:25])[CH2:9][C@H:8]([C:10]2[CH:15]=[CH:14][CH:13]=[C:12]([Cl:16])[CH:11]=2)[C@H:7]([C:17]2[CH:22]=[CH:21][C:20]([Cl:23])=[CH:19][CH:18]=2)[O:6][C:5]1=[O:24])[CH:2]=[CH2:3].Cl.[NH2:27][C@@H:28]([CH2:32][CH3:33])[C@@H:29]([OH:31])[CH3:30].C(N(CC)CC)C. Product: [Cl:16][C:12]1[CH:11]=[C:10]([C@H:8]([C@H:7]([C:17]2[CH:18]=[CH:19][C:20]([Cl:23])=[CH:21][CH:22]=2)[OH:6])[CH2:9][C@:4]([CH3:25])([CH2:1][CH:2]=[CH2:3])[C:5]([NH:27][C@@H:28]([CH2:32][CH3:33])[C@@H:29]([OH:31])[CH3:30])=[O:24])[CH:15]=[CH:14][CH:13]=1. The catalyst class is: 13.